Dataset: Full USPTO retrosynthesis dataset with 1.9M reactions from patents (1976-2016). Task: Predict the reactants needed to synthesize the given product. (1) Given the product [NH2:18][C:15]1[CH:16]=[CH:17][C:6]2[C:5]3[C:10](=[C:11]([F:12])[C:2]([F:1])=[CH:3][CH:4]=3)[O:9][C:8](=[O:13])[C:7]=2[CH:14]=1, predict the reactants needed to synthesize it. The reactants are: [F:1][C:2]1[C:11]([F:12])=[C:10]2[C:5]([C:6]3[CH:17]=[CH:16][C:15]([N+:18]([O-])=O)=[CH:14][C:7]=3[C:8](=[O:13])[O:9]2)=[CH:4][CH:3]=1. (2) Given the product [C:24]1([C:39]2[CH:44]=[CH:43][CH:42]=[CH:41][CH:40]=2)[CH:25]=[CH:26][C:27]([O:30][C:31]2[CH:32]=[CH:33][C:34]([F:38])=[C:35]([NH:36][C:17](=[O:19])[CH2:16][N:15]3[C:14]4[CH:20]=[CH:21][CH:22]=[CH:23][C:13]=4[N:12]=[C:11]3[C:4]3[CH:5]=[C:6]([O:9][CH3:10])[CH:7]=[CH:8][C:3]=3[O:2][CH3:1])[CH:37]=2)=[CH:28][CH:29]=1, predict the reactants needed to synthesize it. The reactants are: [CH3:1][O:2][C:3]1[CH:8]=[CH:7][C:6]([O:9][CH3:10])=[CH:5][C:4]=1[C:11]1[N:15]([CH2:16][C:17]([OH:19])=O)[C:14]2[CH:20]=[CH:21][CH:22]=[CH:23][C:13]=2[N:12]=1.[C:24]1([C:39]2[CH:44]=[CH:43][CH:42]=[CH:41][CH:40]=2)[CH:29]=[CH:28][C:27]([O:30][C:31]2[CH:32]=[CH:33][C:34]([F:38])=[C:35]([CH:37]=2)[NH2:36])=[CH:26][CH:25]=1.CN(C(ON1N=NC2C=CC=NC1=2)=[N+](C)C)C.F[P-](F)(F)(F)(F)F. (3) Given the product [Cl:1][C:2]1[N:6]2[CH:7]=[C:8]([C:15]3[CH:19]=[N:18][NH:17][CH:16]=3)[CH:9]=[C:10]([C:11]([F:14])([F:12])[F:13])[C:5]2=[N:4][C:3]=1[C:20]([N:33]1[CH2:32][CH2:31][CH:30]([N:25]2[C:24]([CH3:23])([CH3:36])[CH2:28][O:27][C:26]2=[O:29])[CH2:35][CH2:34]1)=[O:22], predict the reactants needed to synthesize it. The reactants are: [Cl:1][C:2]1[N:6]2[CH:7]=[C:8]([C:15]3[CH:16]=[N:17][NH:18][CH:19]=3)[CH:9]=[C:10]([C:11]([F:14])([F:13])[F:12])[C:5]2=[N:4][C:3]=1[C:20]([OH:22])=O.[CH3:23][C:24]1([CH3:36])[CH2:28][O:27][C:26](=[O:29])[N:25]1[CH:30]1[CH2:35][CH2:34][NH:33][CH2:32][CH2:31]1.OC1C2N=NNC=2C=CC=1. (4) Given the product [Br:16][CH2:17][CH2:18][CH2:19][CH2:20][CH2:21][S:13][C:7]1[C:6]2[C:11](=[CH:12][C:3]([C:2]([F:1])([F:14])[F:15])=[CH:4][CH:5]=2)[N:10]=[CH:9][CH:8]=1, predict the reactants needed to synthesize it. The reactants are: [F:1][C:2]([F:15])([F:14])[C:3]1[CH:12]=[C:11]2[C:6]([C:7]([SH:13])=[CH:8][CH:9]=[N:10]2)=[CH:5][CH:4]=1.[Br:16][CH2:17][CH2:18][CH2:19][CH2:20][CH2:21]Br.C(Cl)(Cl)Cl.C([O-])([O-])=O.[K+].[K+].